From a dataset of Reaction yield outcomes from USPTO patents with 853,638 reactions. Predict the reaction yield, written as a fraction of the theoretical maximum amount of product (1.0 means a 100% yield; for example, 0.34 means a 34% yield). (1) The reactants are [NH2:1][C:2]1[C:7]([N+:8]([O-])=O)=[CH:6][C:5]([C:11]2[CH:16]=[CH:15][CH:14]=[CH:13][C:12]=2[C:17]([F:20])([F:19])[F:18])=[CH:4][C:3]=1[C:21]#[C:22][CH2:23][OH:24]. The catalyst is [Pd].C(O)C. The product is [NH2:1][C:2]1[C:7]([NH2:8])=[CH:6][C:5]([C:11]2[CH:16]=[CH:15][CH:14]=[CH:13][C:12]=2[C:17]([F:18])([F:19])[F:20])=[CH:4][C:3]=1[CH2:21][CH2:22][CH2:23][OH:24]. The yield is 0.730. (2) The catalyst is C1COCC1. The product is [CH3:20][O:19][C:3]1[C:2]([CH:29]=[O:30])=[CH:10][CH:9]=[C:8]2[C:4]=1[CH:5]=[N:6][N:7]2[CH2:11][O:12][CH2:13][CH2:14][Si:15]([CH3:18])([CH3:17])[CH3:16]. The reactants are Br[C:2]1[C:3]([O:19][CH3:20])=[C:4]2[C:8](=[CH:9][CH:10]=1)[N:7]([CH2:11][O:12][CH2:13][CH2:14][Si:15]([CH3:18])([CH3:17])[CH3:16])[N:6]=[CH:5]2.C([Li])CCC.CN([CH:29]=[O:30])C. The yield is 0.510. (3) The reactants are Br[CH2:2][C:3]1[S:4][C:5]2[CH:11]=[CH:10][CH:9]=[C:8]([C:12]3[CH:13]=[C:14]([CH:20]=[CH:21][CH:22]=3)[C:15]([O:17][CH2:18][CH3:19])=[O:16])[C:6]=2[CH:7]=1.[Cl:23][C:24]1[CH:25]=[C:26](B(O)O)[CH:27]=[CH:28][C:29]=1[F:30]. No catalyst specified. The product is [Cl:23][C:24]1[CH:25]=[C:26]([CH:27]=[CH:28][C:29]=1[F:30])[CH2:2][C:3]1[S:4][C:5]2[CH:11]=[CH:10][CH:9]=[C:8]([C:12]3[CH:13]=[C:14]([CH:20]=[CH:21][CH:22]=3)[C:15]([O:17][CH2:18][CH3:19])=[O:16])[C:6]=2[CH:7]=1. The yield is 0.640.